Dataset: Catalyst prediction with 721,799 reactions and 888 catalyst types from USPTO. Task: Predict which catalyst facilitates the given reaction. (1) Product: [Cl:31][C:32]1[CH:33]=[C:34]([CH:35]=[CH:36][C:37]=1[Cl:38])[O:39][C:11]1[N:12]=[C:13]([O:27][CH2:28][CH2:29][CH3:30])[C:14]2[N:19]=[C:18]([C:20]3[CH:25]=[CH:24][CH:23]=[C:22]([CH3:26])[CH:21]=3)[O:17][C:15]=2[N:16]=1. Reactant: C(=O)([O-])[O-].[Cs+].[Cs+].CS([C:11]1[N:12]=[C:13]([O:27][CH2:28][CH2:29][CH3:30])[C:14]2[N:19]=[C:18]([C:20]3[CH:25]=[CH:24][CH:23]=[C:22]([CH3:26])[CH:21]=3)[O:17][C:15]=2[N:16]=1)(=O)=O.[Cl:31][C:32]1[CH:33]=[C:34]([OH:39])[CH:35]=[CH:36][C:37]=1[Cl:38]. The catalyst class is: 3. (2) Reactant: [CH2:1]([OH:6])[CH2:2][CH2:3][C:4]#[CH:5].[Br:7][C:8]1[CH:13]=[CH:12][C:11](I)=[CH:10][CH:9]=1.[N-:15]=[N+:16]=[N-:17].[Na+].N1CCC[C@H]1C(O)=O.C([O-])([O-])=O.[Na+].[Na+].O=C1O[C@H]([C@H](CO)O)C([O-])=C1O.[Na+]. Product: [Br:7][C:8]1[CH:13]=[CH:12][C:11]([N:15]2[CH:5]=[C:4]([CH2:3][CH2:2][CH2:1][OH:6])[N:17]=[N:16]2)=[CH:10][CH:9]=1. The catalyst class is: 374. (3) Reactant: [NH:1]([CH2:3][CH2:4][OH:5])[NH2:2].[Cl:6][C:7]1[CH:12]=[CH:11][C:10]([CH:13]2[N:17]([C:18]3[CH:23]=[C:22]([CH3:24])[C:21](=[O:25])[N:20]([CH3:26])[CH:19]=3)[C:16](=[O:27])[C:15](=O)[CH:14]2[C:29](=O)[CH2:30][CH3:31])=[CH:9][CH:8]=1.CC(O)=O.S(=O)(=O)(O)N. Product: [Cl:6][C:7]1[CH:12]=[CH:11][C:10]([CH:13]2[C:14]3[C:29]([CH2:30][CH3:31])=[N:2][N:1]([CH2:3][CH2:4][OH:5])[C:15]=3[C:16](=[O:27])[N:17]2[C:18]2[CH:23]=[C:22]([CH3:24])[C:21](=[O:25])[N:20]([CH3:26])[CH:19]=2)=[CH:9][CH:8]=1. The catalyst class is: 5. (4) The catalyst class is: 3. Reactant: [CH:1]1[C:10]2[C:5](=[CH:6][CH:7]=[CH:8][CH:9]=2)[CH:4]=[CH:3][C:2]=1[C:11]([CH2:13][CH2:14][CH2:15][CH2:16][CH2:17][CH2:18][C:19]([OH:21])=O)=[O:12].C1C=CC2N(O)N=NC=2C=1.C(Cl)CCl.Cl.[O:37]([NH2:39])[CH3:38].C(N(CC)CC)C. Product: [CH3:38][O:37][NH:39][C:19](=[O:21])[CH2:18][CH2:17][CH2:16][CH2:15][CH2:14][CH2:13][C:11]([C:2]1[CH:3]=[CH:4][C:5]2[C:10](=[CH:9][CH:8]=[CH:7][CH:6]=2)[CH:1]=1)=[O:12].